Dataset: Catalyst prediction with 721,799 reactions and 888 catalyst types from USPTO. Task: Predict which catalyst facilitates the given reaction. (1) Reactant: CS(C)=O.[Br:5][C:6]1[CH:7]=[C:8]([CH:11]=[CH:12][C:13]=1[OH:14])[CH:9]=O.[NH2:15][C:16]1[CH:21]=[C:20]([Cl:22])[CH:19]=[CH:18][C:17]=1[SH:23].C(OCC)(=O)C. Product: [Br:5][C:6]1[CH:7]=[C:8]([C:9]2[S:23][C:17]3[CH:18]=[CH:19][C:20]([Cl:22])=[CH:21][C:16]=3[N:15]=2)[CH:11]=[CH:12][C:13]=1[OH:14]. The catalyst class is: 6. (2) Reactant: C(OC(=O)[NH:7][CH2:8][C:9]1[CH:14]=[CH:13][C:12]([C:15]#[C:16][C:17]2[CH:22]=[C:21]([C:23]3[C:27]4[CH2:28][N:29]([S:32]([CH3:35])(=[O:34])=[O:33])[CH2:30][CH2:31][C:26]=4[N:25]([CH2:36][CH2:37][CH2:38][N:39]4[CH2:44][CH2:43][O:42][CH2:41][CH2:40]4)[N:24]=3)[CH:20]=[CH:19][C:18]=2[Cl:45])=[CH:11][CH:10]=1)(C)(C)C.C(O)(C(F)(F)F)=O. Product: [Cl:45][C:18]1[CH:19]=[CH:20][C:21]([C:23]2[C:27]3[CH2:28][N:29]([S:32]([CH3:35])(=[O:33])=[O:34])[CH2:30][CH2:31][C:26]=3[N:25]([CH2:36][CH2:37][CH2:38][N:39]3[CH2:40][CH2:41][O:42][CH2:43][CH2:44]3)[N:24]=2)=[CH:22][C:17]=1[C:16]#[C:15][C:12]1[CH:11]=[CH:10][C:9]([CH2:8][NH2:7])=[CH:14][CH:13]=1. The catalyst class is: 2.